Predict the product of the given reaction. From a dataset of Forward reaction prediction with 1.9M reactions from USPTO patents (1976-2016). Given the reactants [N-:1]=[N+:2]=[N-:3].[Na+].[CH3:5][C:6]([O:9][C:10]([N:12]1[CH2:18][CH2:17][CH:16]2[CH:14]([O:15]2)[CH2:13]1)=[O:11])([CH3:8])[CH3:7].[Cl-].[NH4+].C([O-])(O)=O.[Na+], predict the reaction product. The product is: [CH3:8][C:6]([O:9][C:10]([N:12]1[CH2:18][CH2:17][CH:16]([N:1]=[N+:2]=[N-:3])[CH:14]([OH:15])[CH2:13]1)=[O:11])([CH3:5])[CH3:7].[CH3:8][C:6]([O:9][C:10]([N:12]1[CH2:18][CH2:17][CH:16]([OH:15])[CH:14]([N:1]=[N+:2]=[N-:3])[CH2:13]1)=[O:11])([CH3:5])[CH3:7].